Dataset: Catalyst prediction with 721,799 reactions and 888 catalyst types from USPTO. Task: Predict which catalyst facilitates the given reaction. (1) Reactant: Cl.[CH3:2][O:3][C:4]1[N:5]=[C:6]2[C:11](=[CH:12][CH:13]=1)[N:10]=[CH:9][CH:8]=[C:7]2[C:14]1[CH:19]=[CH:18][C:17]([CH2:20][CH2:21][NH2:22])=[CH:16][CH:15]=1.C(N(CC)CC)C.[O:30]=[C:31]1[NH:36][C:35]2[CH:37]=[C:38]([CH:41]=O)[CH:39]=[CH:40][C:34]=2[S:33][CH2:32]1.[BH4-].[Na+]. Product: [CH3:2][O:3][C:4]1[N:5]=[C:6]2[C:11](=[CH:12][CH:13]=1)[N:10]=[CH:9][CH:8]=[C:7]2[C:14]1[CH:19]=[CH:18][C:17]([CH2:20][CH2:21][NH:22][CH2:41][C:38]2[CH:39]=[CH:40][C:34]3[S:33][CH2:32][C:31](=[O:30])[NH:36][C:35]=3[CH:37]=2)=[CH:16][CH:15]=1. The catalyst class is: 497. (2) Reactant: CS(C)=O.C(Cl)(=O)C(Cl)=O.[CH:11]([Si:14]([CH:28]([CH3:30])[CH3:29])([CH:25]([CH3:27])[CH3:26])[O:15][C:16]1[CH:24]=[CH:23][C:19]([CH2:20][CH2:21][OH:22])=[CH:18][CH:17]=1)([CH3:13])[CH3:12].CCN(CC)CC. Product: [CH:28]([Si:14]([CH:11]([CH3:13])[CH3:12])([CH:25]([CH3:27])[CH3:26])[O:15][C:16]1[CH:17]=[CH:18][C:19]([CH2:20][CH:21]=[O:22])=[CH:23][CH:24]=1)([CH3:30])[CH3:29]. The catalyst class is: 2. (3) Reactant: C(NC(C)C)(C)C.[Li]CCCC.[N:13]1[CH:18]=[CH:17][CH:16]=[C:15]([C:19](=[O:24])[CH2:20][C:21](=[O:23])[CH3:22])[CH:14]=1.[CH:25]([O:28][C:29]1[CH:43]=[CH:42][C:32]([C:33]([N:35]2[CH2:40][CH2:39][C:38](=[O:41])[CH2:37][CH2:36]2)=[O:34])=[CH:31][C:30]=1[CH3:44])([CH3:27])[CH3:26]. Product: [OH:41][C:38]1([CH2:22][C:21](=[O:23])[CH2:20][C:19]([C:15]2[CH:14]=[N:13][CH:18]=[CH:17][CH:16]=2)=[O:24])[CH2:39][CH2:40][N:35]([C:33](=[O:34])[C:32]2[CH:42]=[CH:43][C:29]([O:28][CH:25]([CH3:26])[CH3:27])=[C:30]([CH3:44])[CH:31]=2)[CH2:36][CH2:37]1. The catalyst class is: 323. (4) Reactant: [CH2:1]([C:3]1[C:4](=[O:30])[N:5]([CH2:21][CH2:22][C:23]2[CH:28]=[CH:27][CH:26]=[CH:25][C:24]=2F)[C:6]([C:10]2[CH:15]=[CH:14][CH:13]=[C:12](F)[C:11]=2[O:17][CH2:18]OC)=[N:7][C:8]=1[CH3:9])[CH3:2].[Li+].[CH3:32]C([N-]C(C)C)C.C(Br)C1C=CC=CC=1. Product: [CH2:1]([C:3]1[C:4](=[O:30])[N:5]([CH2:21][CH2:22][C:23]2[CH:28]=[CH:27][CH:26]=[CH:25][CH:24]=2)[C:6]([C:10]2[CH:15]=[CH:14][CH:13]=[CH:12][C:11]=2[O:17][CH3:18])=[N:7][C:8]=1[CH2:9][CH3:32])[CH3:2]. The catalyst class is: 1. (5) Reactant: [NH2:1][C:2]1[N:3]=[CH:4][C:5]2[CH2:11][N:10]([C:12]3[CH:13]=[C:14]([CH:18]=[CH:19][CH:20]=3)[C:15](O)=[O:16])[CH2:9][CH2:8][C:6]=2[N:7]=1.C(N(CC)C(C)C)(C)C.CN(C(ON1N=NC2C=CC=CC1=2)=[N+](C)C)C.F[P-](F)(F)(F)(F)F.[C:54]([C:58]1[CH:64]=[CH:63][C:61]([NH2:62])=[CH:60][CH:59]=1)([CH3:57])([CH3:56])[CH3:55]. Product: [NH2:1][C:2]1[N:3]=[CH:4][C:5]2[CH2:11][N:10]([C:12]3[CH:13]=[C:14]([CH:18]=[CH:19][CH:20]=3)[C:15]([NH:62][C:61]3[CH:63]=[CH:64][C:58]([C:54]([CH3:57])([CH3:56])[CH3:55])=[CH:59][CH:60]=3)=[O:16])[CH2:9][CH2:8][C:6]=2[N:7]=1. The catalyst class is: 3. (6) Reactant: Br[C:2]1[C:7]([F:8])=[CH:6][CH:5]=[C:4]([Br:9])[N:3]=1.[S:10]1[C:14]([C:15]([NH2:17])=[O:16])=[CH:13][C:12]2[CH2:18][CH2:19][CH2:20][CH2:21][C:11]1=2.C(=O)([O-])[O-].[Cs+].[Cs+].CC1(C)C2C(=C(P(C3C=CC=CC=3)C3C=CC=CC=3)C=CC=2)OC2C(P(C3C=CC=CC=3)C3C=CC=CC=3)=CC=CC1=2. Product: [Br:9][C:4]1[N:3]=[C:2]([NH:17][C:15]([C:14]2[S:10][C:11]3[CH2:21][CH2:20][CH2:19][CH2:18][C:12]=3[CH:13]=2)=[O:16])[C:7]([F:8])=[CH:6][CH:5]=1. The catalyst class is: 102. (7) Reactant: C(OC(=O)[NH:7][CH2:8][C:9]1[N:13]=[C:12]([C:14]2[CH:19]=[CH:18][N:17]=[C:16]([C:20]#[N:21])[CH:15]=2)[O:11][N:10]=1)(C)(C)C.[Si](I)(C)(C)C.CO. Product: [NH2:7][CH2:8][C:9]1[N:13]=[C:12]([C:14]2[CH:19]=[CH:18][N:17]=[C:16]([C:20]#[N:21])[CH:15]=2)[O:11][N:10]=1. The catalyst class is: 22. (8) Reactant: Cl.[C:2]([NH:6][NH2:7])([CH3:5])([CH3:4])[CH3:3].C([O-])(=O)C.[Na+].C(O[CH:16]=[C:17]([C:23]#[N:24])[C:18]([O:20][CH2:21][CH3:22])=[O:19])C. Product: [NH2:24][C:23]1[N:6]([C:2]([CH3:5])([CH3:4])[CH3:3])[N:7]=[CH:16][C:17]=1[C:18]([O:20][CH2:21][CH3:22])=[O:19]. The catalyst class is: 8. (9) Reactant: [C:1]1([C:7]2[O:8][C:9]3[CH:15]=[CH:14][C:13]([NH2:16])=[CH:12][C:10]=3[N:11]=2)[CH:6]=[CH:5][CH:4]=[CH:3][CH:2]=1.N1C=CC=CC=1.[CH2:23]([S:26](Cl)(=[O:28])=[O:27])[CH2:24][CH3:25]. Product: [C:1]1([C:7]2[O:8][C:9]3[CH:15]=[CH:14][C:13]([NH:16][S:26]([CH2:23][CH2:24][CH3:25])(=[O:28])=[O:27])=[CH:12][C:10]=3[N:11]=2)[CH:2]=[CH:3][CH:4]=[CH:5][CH:6]=1. The catalyst class is: 4. (10) Reactant: [NH:1]1[C:10]2[CH2:9][CH2:8][CH2:7][C:6](=[O:11])[C:5]=2[CH:4]=[CH:3][C:2]1=[O:12].[F:13][C:14]([F:27])([F:26])[S:15](O[S:15]([C:14]([F:27])([F:26])[F:13])(=[O:17])=[O:16])(=[O:17])=[O:16]. Product: [F:13][C:14]([F:27])([F:26])[S:15]([O:12][C:2]1[CH:3]=[CH:4][C:5]2[C:6](=[O:11])[CH2:7][CH2:8][CH2:9][C:10]=2[N:1]=1)(=[O:17])=[O:16]. The catalyst class is: 17.